Task: Predict the reactants needed to synthesize the given product.. Dataset: Full USPTO retrosynthesis dataset with 1.9M reactions from patents (1976-2016) (1) Given the product [CH3:24][O:25][C:26]1[N:31]=[CH:30][C:29]([NH:32][C:2]2[C:7]([C:8]3[N:16]=[C:15]([CH3:17])[N:14]=[C:13]4[C:9]=3[N:10]=[CH:11][N:12]4[CH:18]3[CH2:23][CH2:22][CH2:21][CH2:20][O:19]3)=[CH:6][CH:5]=[CH:4][N:3]=2)=[CH:28][CH:27]=1, predict the reactants needed to synthesize it. The reactants are: F[C:2]1[C:7]([C:8]2[N:16]=[C:15]([CH3:17])[N:14]=[C:13]3[C:9]=2[N:10]=[CH:11][N:12]3[CH:18]2[CH2:23][CH2:22][CH2:21][CH2:20][O:19]2)=[CH:6][CH:5]=[CH:4][N:3]=1.[CH3:24][O:25][C:26]1[N:31]=[CH:30][C:29]([NH2:32])=[CH:28][CH:27]=1.[Li+].C[Si]([N-][Si](C)(C)C)(C)C. (2) Given the product [Si:10]([O:27][CH2:28][C@H:29]([NH:30][C:36](=[O:37])[O:38][C:39]([CH3:42])([CH3:41])[CH3:40])[CH2:34][O:33][CH2:32][C:31]([C:5]1[CH:6]=[CH:7][C:2]([Cl:1])=[CH:3][CH:4]=1)=[O:35])([C:23]([CH3:26])([CH3:25])[CH3:24])([C:11]1[CH:16]=[CH:15][CH:14]=[CH:13][CH:12]=1)[C:17]1[CH:22]=[CH:21][CH:20]=[CH:19][CH:18]=1, predict the reactants needed to synthesize it. The reactants are: [Cl:1][C:2]1[CH:7]=[CH:6][C:5]([Mg]Br)=[CH:4][CH:3]=1.[Si:10]([O:27][CH2:28][C@H:29]1[CH2:34][O:33][CH2:32][C:31](=[O:35])[N:30]1[C:36]([O:38][C:39]([CH3:42])([CH3:41])[CH3:40])=[O:37])([C:23]([CH3:26])([CH3:25])[CH3:24])([C:17]1[CH:22]=[CH:21][CH:20]=[CH:19][CH:18]=1)[C:11]1[CH:16]=[CH:15][CH:14]=[CH:13][CH:12]=1.[Cl-].[NH4+].C(OCC)(=O)C. (3) Given the product [Si:16]([O:19][CH:20]([C:31]1[CH:36]=[CH:35][CH:34]=[C:33]([Cl:37])[CH:32]=1)[C:21]1[CH:25]=[C:24]([CH:26]2[O:30][CH2:29][CH2:28][O:27]2)[S:23][C:22]=1[CH:41]=[O:42])([C:12]([CH3:15])([CH3:13])[CH3:14])([CH3:18])[CH3:17], predict the reactants needed to synthesize it. The reactants are: [Li]CCCC.CCCCCC.[C:12]([Si:16]([O:19][CH:20]([C:31]1[CH:36]=[CH:35][CH:34]=[C:33]([Cl:37])[CH:32]=1)[C:21]1[CH:25]=[C:24]([CH:26]2[O:30][CH2:29][CH2:28][O:27]2)[S:23][CH:22]=1)([CH3:18])[CH3:17])([CH3:15])([CH3:14])[CH3:13].CN([CH:41]=[O:42])C. (4) Given the product [N:15]1([CH2:2][CH2:3][S:4]([C:7]2[CH:14]=[CH:13][C:10]([C:11]#[N:12])=[CH:9][CH:8]=2)(=[O:6])=[O:5])[CH:19]=[CH:18][N:17]=[CH:16]1, predict the reactants needed to synthesize it. The reactants are: Br[CH2:2][CH2:3][S:4]([C:7]1[CH:14]=[CH:13][C:10]([C:11]#[N:12])=[CH:9][CH:8]=1)(=[O:6])=[O:5].[NH:15]1[CH:19]=[CH:18][N:17]=[CH:16]1. (5) Given the product [Cl:12][C:13]1[CH:21]=[CH:20][CH:19]=[CH:18][C:14]=1[C:15]1[S:11][C:3]2[CH:4]=[CH:5][C:6]([N+:8]([O-:10])=[O:9])=[CH:7][C:2]=2[N:1]=1, predict the reactants needed to synthesize it. The reactants are: [NH2:1][C:2]1[CH:7]=[C:6]([N+:8]([O-:10])=[O:9])[CH:5]=[CH:4][C:3]=1[SH:11].[Cl:12][C:13]1[CH:21]=[CH:20][CH:19]=[CH:18][C:14]=1[C:15](O)=O.CS(O)(=O)=O.O=P12OP3(OP(OP(O3)(O1)=O)(=O)O2)=O.[OH-].[Na+].